This data is from Full USPTO retrosynthesis dataset with 1.9M reactions from patents (1976-2016). The task is: Predict the reactants needed to synthesize the given product. (1) Given the product [Cl:14][C:15]1[CH:16]=[C:17]2[C:21](=[CH:22][CH:23]=1)[N:20]([C:2]1[CH:9]=[CH:8][C:7]([C:10]([F:13])([F:12])[F:11])=[CH:6][C:3]=1[C:4]#[N:5])[CH:19]=[CH:18]2, predict the reactants needed to synthesize it. The reactants are: F[C:2]1[CH:9]=[CH:8][C:7]([C:10]([F:13])([F:12])[F:11])=[CH:6][C:3]=1[C:4]#[N:5].[Cl:14][C:15]1[CH:16]=[C:17]2[C:21](=[CH:22][CH:23]=1)[NH:20][CH:19]=[CH:18]2.C(=O)([O-])[O-].[K+].[K+].CS(C)=O. (2) Given the product [Br:1][C:2]1[CH:7]=[CH:6][C:5]([CH2:8][N:13]2[CH2:12][CH2:11][N:10]([C:16]([O:18][C:19]([CH3:22])([CH3:21])[CH3:20])=[O:17])[CH2:15][CH2:14]2)=[CH:4][CH:3]=1, predict the reactants needed to synthesize it. The reactants are: [Br:1][C:2]1[CH:7]=[CH:6][C:5]([CH2:8]Br)=[CH:4][CH:3]=1.[N:10]1([C:16]([O:18][C:19]([CH3:22])([CH3:21])[CH3:20])=[O:17])[CH2:15][CH2:14][NH:13][CH2:12][CH2:11]1.C([O-])([O-])=O.[K+].[K+]. (3) Given the product [Cl:1][C:2]1[CH:3]=[C:4]([CH:26]=[O:25])[C:5]([NH:21][C:22](=[O:23])[C:15]([CH3:18])([CH3:17])[CH3:16])=[N:6][CH:7]=1, predict the reactants needed to synthesize it. The reactants are: [Cl:1][C:2]1[CH:3]=[CH:4][C:5](CC(C)(C)C(N)=O)=[N:6][CH:7]=1.[C:15]([Li])([CH3:18])([CH3:17])[CH3:16].C[N:21](C)[CH:22]=[O:23].[O:25]1CCC[CH2:26]1. (4) Given the product [Br:1][C:2]1[N:12]=[C:5]2[CH:6]=[CH:7][C:8]([CH2:10][Cl:15])=[CH:9][N:4]2[N:3]=1, predict the reactants needed to synthesize it. The reactants are: [Br:1][C:2]1[N:12]=[C:5]2[CH:6]=[CH:7][C:8]([CH2:10]O)=[CH:9][N:4]2[N:3]=1.S(Cl)([Cl:15])=O. (5) Given the product [ClH:1].[ClH:39].[NH2:31][CH2:30][CH2:29][N:28]1[C:21]2[C:20]([NH:19][C:4]3[CH:5]=[CH:6][C:7]([O:8][C:9]4[CH:17]=[CH:16][CH:15]=[C:14]5[C:10]=4[CH2:11][C:12](=[O:18])[NH:13]5)=[C:2]([Cl:1])[CH:3]=3)=[N:25][CH:24]=[N:23][C:22]=2[CH:26]=[CH:27]1, predict the reactants needed to synthesize it. The reactants are: [Cl:1][C:2]1[CH:3]=[C:4]([NH:19][C:20]2[C:21]3[N:28]([CH2:29][CH2:30][NH:31]C(=O)OC(C)(C)C)[CH:27]=[CH:26][C:22]=3[N:23]=[CH:24][N:25]=2)[CH:5]=[CH:6][C:7]=1[O:8][C:9]1[CH:17]=[CH:16][CH:15]=[C:14]2[C:10]=1[CH2:11][C:12](=[O:18])[NH:13]2.[ClH:39]. (6) Given the product [F:1][C:2]1[CH:7]=[CH:6][C:5]([CH2:8][CH2:9][CH2:10][OH:11])=[CH:4][C:3]=1[C:12]([F:13])([F:14])[F:15], predict the reactants needed to synthesize it. The reactants are: [F:1][C:2]1[CH:7]=[CH:6][C:5]([C:8]#[C:9][CH2:10][OH:11])=[CH:4][C:3]=1[C:12]([F:15])([F:14])[F:13]. (7) Given the product [NH2:1][C:4]1[CH:5]=[N:6][N:7]([C:9]2[CH:14]=[CH:13][CH:12]=[CH:11][CH:10]=2)[CH:8]=1, predict the reactants needed to synthesize it. The reactants are: [N+:1]([C:4]1[CH:5]=[N:6][N:7]([C:9]2[CH:14]=[CH:13][CH:12]=[CH:11][CH:10]=2)[CH:8]=1)([O-])=O.